Task: Regression. Given two drug SMILES strings and cell line genomic features, predict the synergy score measuring deviation from expected non-interaction effect.. Dataset: NCI-60 drug combinations with 297,098 pairs across 59 cell lines Drug 1: CC1C(C(CC(O1)OC2CC(CC3=C2C(=C4C(=C3O)C(=O)C5=C(C4=O)C(=CC=C5)OC)O)(C(=O)CO)O)N)O.Cl. Drug 2: CC1=CC2C(CCC3(C2CCC3(C(=O)C)OC(=O)C)C)C4(C1=CC(=O)CC4)C. Cell line: A498. Synergy scores: CSS=25.9, Synergy_ZIP=7.31, Synergy_Bliss=10.2, Synergy_Loewe=11.1, Synergy_HSA=12.1.